From a dataset of Full USPTO retrosynthesis dataset with 1.9M reactions from patents (1976-2016). Predict the reactants needed to synthesize the given product. (1) Given the product [F:1][C:12]1[CH:13]=[N:14][C:15]2[C:10]([CH:11]=1)=[CH:9][C:8]([O:7][CH3:6])=[CH:17][CH:16]=2, predict the reactants needed to synthesize it. The reactants are: [F:1][B-](F)(F)F.[CH3:6][O:7][C:8]1[CH:9]=[C:10]2[C:15](=[CH:16][CH:17]=1)[N:14]=[CH:13][C:12]([N+]#N)=[CH:11]2.C(OCC)(=O)C.[OH-].[Na+]. (2) Given the product [C:1]([O:4][C:5]1[CH:6]=[C:7]2[C:11](=[CH:12][CH:13]=1)[N:10]([CH3:14])[C:9]([CH3:15])=[C:8]2[C:16]([Cl:22])=[O:18])(=[O:3])[CH3:2], predict the reactants needed to synthesize it. The reactants are: [C:1]([O:4][C:5]1[CH:6]=[C:7]2[C:11](=[CH:12][CH:13]=1)[N:10]([CH3:14])[C:9]([CH3:15])=[C:8]2[C:16]([OH:18])=O)(=[O:3])[CH3:2].C(Cl)(=O)C([Cl:22])=O.